The task is: Predict which catalyst facilitates the given reaction.. This data is from Catalyst prediction with 721,799 reactions and 888 catalyst types from USPTO. Reactant: [Br:1][CH:2]1[C:7](=O)[C:6]([N+:9]([O-:11])=[O:10])=[CH:5][N:4]=[CH:3]1.O=P(Cl)(Cl)[Cl:14]. Product: [Br:1][C:2]1[CH:3]=[N:4][CH:5]=[C:6]([N+:9]([O-:11])=[O:10])[C:7]=1[Cl:14]. The catalyst class is: 11.